From a dataset of Catalyst prediction with 721,799 reactions and 888 catalyst types from USPTO. Predict which catalyst facilitates the given reaction. (1) Reactant: [CH2:1]([O:8][C:9]1[CH:14]=[C:13](Br)[CH:12]=[C:11]([Br:16])[CH:10]=1)[C:2]1[CH:7]=[CH:6][CH:5]=[CH:4][CH:3]=1.[CH3:17][S-:18].[Na+].C(OCC)C.O. Product: [CH2:1]([O:8][C:9]1[CH:14]=[C:13]([S:18][CH3:17])[CH:12]=[C:11]([Br:16])[CH:10]=1)[C:2]1[CH:7]=[CH:6][CH:5]=[CH:4][CH:3]=1. The catalyst class is: 3. (2) Reactant: F[C:2]1[C:7]([C:8]2[N:13]=[C:12]([CH3:14])[N:11]=[C:10]([N:15]([CH2:25][C:26]3[CH:31]=[CH:30][C:29]([O:32][CH3:33])=[CH:28][CH:27]=3)[CH2:16][C:17]3[CH:22]=[CH:21][C:20]([O:23][CH3:24])=[CH:19][CH:18]=3)[N:9]=2)=[CH:6][C:5]([CH2:34][N:35]2[CH2:40][CH2:39][N:38]([S:41]([CH3:44])(=[O:43])=[O:42])[CH2:37][CH2:36]2)=[CH:4][N:3]=1.[S:45]1[C:49]2[CH:50]=[CH:51][C:52]([NH2:54])=[CH:53][C:48]=2[N:47]=[CH:46]1.[Li+].C[Si]([N-][Si](C)(C)C)(C)C. Product: [CH3:24][O:23][C:20]1[CH:21]=[CH:22][C:17]([CH2:16][N:15]([CH2:25][C:26]2[CH:31]=[CH:30][C:29]([O:32][CH3:33])=[CH:28][CH:27]=2)[C:10]2[N:11]=[C:12]([CH3:14])[N:13]=[C:8]([C:7]3[C:2]([NH:54][C:52]4[CH:51]=[CH:50][C:49]5[S:45][CH:46]=[N:47][C:48]=5[CH:53]=4)=[N:3][CH:4]=[C:5]([CH2:34][N:35]4[CH2:40][CH2:39][N:38]([S:41]([CH3:44])(=[O:43])=[O:42])[CH2:37][CH2:36]4)[CH:6]=3)[N:9]=2)=[CH:18][CH:19]=1. The catalyst class is: 1. (3) Reactant: [CH:1]([C:3]1[CH:4]=[C:5]([C:9]2[CH:10]=[C:11]3[C:15](=[C:16]([C:18]([NH2:20])=[O:19])[CH:17]=2)[NH:14][CH:13]=[C:12]3[CH:21]2[CH2:26][CH2:25][N:24]([S:27]([CH2:30][CH2:31][CH2:32][O:33][CH3:34])(=[O:29])=[O:28])[CH2:23][CH2:22]2)[CH:6]=[CH:7][CH:8]=1)=O.[CH3:35][NH2:36].[BH4-].[Na+]. Product: [CH3:35][NH:36][CH2:1][C:3]1[CH:4]=[C:5]([C:9]2[CH:10]=[C:11]3[C:15](=[C:16]([C:18]([NH2:20])=[O:19])[CH:17]=2)[NH:14][CH:13]=[C:12]3[CH:21]2[CH2:26][CH2:25][N:24]([S:27]([CH2:30][CH2:31][CH2:32][O:33][CH3:34])(=[O:28])=[O:29])[CH2:23][CH2:22]2)[CH:6]=[CH:7][CH:8]=1. The catalyst class is: 100. (4) Reactant: [CH2:1]([O:3][C:4](=[O:17])[CH2:5][C:6]1[C:14]2[C:9](=[CH:10][CH:11]=[C:12]([F:15])[CH:13]=2)[NH:8][C:7]=1[CH3:16])[CH3:2].[H-].[Na+].Br[CH2:21][C:22]1[CH:27]=[CH:26][C:25]([S:28]([CH3:31])(=[O:30])=[O:29])=[CH:24][C:23]=1[C:32]([F:35])([F:34])[F:33].[I-].[Na+]. Product: [CH2:1]([O:3][C:4](=[O:17])[CH2:5][C:6]1[C:14]2[C:9](=[CH:10][CH:11]=[C:12]([F:15])[CH:13]=2)[N:8]([CH2:21][C:22]2[CH:27]=[CH:26][C:25]([S:28]([CH3:31])(=[O:30])=[O:29])=[CH:24][C:23]=2[C:32]([F:34])([F:33])[F:35])[C:7]=1[CH3:16])[CH3:2]. The catalyst class is: 58. (5) Reactant: [Cl:1][C:2]1[N:7]=[C:6]([C:8]([O:10][CH3:11])=[O:9])[CH:5]=[C:4](Cl)[N:3]=1.[CH3:13][C@H:14]1[CH2:19][O:18][CH2:17][CH2:16][NH:15]1. Product: [Cl:1][C:2]1[N:7]=[C:6]([C:8]([O:10][CH3:11])=[O:9])[CH:5]=[C:4]([N:15]2[CH2:16][CH2:17][O:18][CH2:19][C@@H:14]2[CH3:13])[N:3]=1. The catalyst class is: 347. (6) Reactant: [F:1][C:2]([F:16])([F:15])[CH2:3][O:4][C:5]1[N:10]=[CH:9][C:8]([CH:11]([OH:14])[CH2:12][OH:13])=[CH:7][CH:6]=1.[C:17]1([CH3:27])[CH:22]=[CH:21][C:20]([S:23](Cl)(=[O:25])=[O:24])=[CH:19][CH:18]=1.N1C=CC=CC=1.O. Product: [CH3:27][C:17]1[CH:22]=[CH:21][C:20]([S:23]([O:13][CH2:12][CH:11]([OH:14])[C:8]2[CH:9]=[N:10][C:5]([O:4][CH2:3][C:2]([F:1])([F:15])[F:16])=[CH:6][CH:7]=2)(=[O:25])=[O:24])=[CH:19][CH:18]=1. The catalyst class is: 4. (7) Reactant: C([O:4][CH:5]1[C:9]2[N:10]=[CH:11][N:12]=[C:13]([Cl:14])[C:8]=2[C@H:7]([CH3:15])[CH2:6]1)(=O)C.C1COCC1.O.[OH-].[Li+]. The catalyst class is: 6. Product: [Cl:14][C:13]1[C:8]2[C@H:7]([CH3:15])[CH2:6][CH:5]([OH:4])[C:9]=2[N:10]=[CH:11][N:12]=1.